From a dataset of Full USPTO retrosynthesis dataset with 1.9M reactions from patents (1976-2016). Predict the reactants needed to synthesize the given product. (1) Given the product [NH2:1][CH:2]([C:7]1[CH:12]=[CH:11][C:10]([Cl:13])=[CH:9][CH:8]=1)[C:3]([NH2:14])=[O:4], predict the reactants needed to synthesize it. The reactants are: [NH2:1][CH:2]([C:7]1[CH:12]=[CH:11][C:10]([Cl:13])=[CH:9][CH:8]=1)[C:3](OC)=[O:4].[NH3:14]. (2) Given the product [Cl:32][C:28]1[CH:29]=[C:30]2[C:25](=[CH:26][CH:27]=1)[NH:24][C:23](=[O:33])[C:22]([C@@H:20]([NH:19][C:2]1[N:7]=[C:6]([C:8]3[N:12]([CH2:13][C:14]([F:17])([F:16])[F:15])[CH:11]=[N:10][CH:9]=3)[CH:5]=[CH:4][N:3]=1)[CH3:21])=[CH:31]2, predict the reactants needed to synthesize it. The reactants are: Cl[C:2]1[N:7]=[C:6]([C:8]2[N:12]([CH2:13][C:14]([F:17])([F:16])[F:15])[CH:11]=[N:10][CH:9]=2)[CH:5]=[CH:4][N:3]=1.Cl.[NH2:19][C@H:20]([C:22]1[C:23](=[O:33])[NH:24][C:25]2[C:30]([CH:31]=1)=[CH:29][C:28]([Cl:32])=[CH:27][CH:26]=2)[CH3:21].CCN(C(C)C)C(C)C. (3) Given the product [C:1]([C:5]1[N:6]=[C:7]([N:16]2[CH2:20][CH2:19][C:18]([F:21])([F:22])[CH2:17]2)[C:8]2[N:13]=[N:12][N:11]([CH2:14][C:15]3[N:49]([CH3:45])[N:48]=[C:47]([CH3:51])[CH:46]=3)[C:9]=2[N:10]=1)([CH3:2])([CH3:3])[CH3:4], predict the reactants needed to synthesize it. The reactants are: [C:1]([C:5]1[N:6]=[C:7]([N:16]2[CH2:20][CH2:19][C:18]([F:22])([F:21])[CH2:17]2)[C:8]2[N:13]=[N:12][N:11]([CH2:14][CH3:15])[C:9]=2[N:10]=1)([CH3:4])([CH3:3])[CH3:2].C(C1N=C(N2CCC(F)(F)C2)C2N=NNC=2N=1)(C)(C)C.ClC[C:45]1[N:49](C)[N:48]=[C:47]([CH3:51])[CH:46]=1. (4) Given the product [NH3:10].[C:1]1([C:7]2[C:8]3[CH2:16][CH2:15][NH:14][CH2:13][C:9]=3[N:10]=[CH:11][N:12]=2)[CH:2]=[CH:3][CH:4]=[CH:5][CH:6]=1, predict the reactants needed to synthesize it. The reactants are: [C:1]1([C:7]2[C:8]3[CH2:16][CH2:15][NH:14][CH2:13][C:9]=3[N:10]=[CH:11][N:12]=2)[CH:6]=[CH:5][CH:4]=[CH:3][CH:2]=1.C(O)(C(F)(F)F)=O. (5) Given the product [CH3:17][O:18][C:19](=[O:33])[C:20]([NH:32][C:6](=[O:8])[C:5]1[CH:9]=[C:10]([C:34]#[CH:39])[CH:11]=[CH:3][C:4]=1[O:12][C:13]([F:14])([F:15])[F:16])([CH3:31])[CH2:21][C:22]1[C:30]2[C:25](=[CH:26][CH:27]=[CH:28][CH:29]=2)[NH:24][CH:23]=1, predict the reactants needed to synthesize it. The reactants are: C([C:3]1[C:4]([O:12][C:13]([F:16])([F:15])[F:14])=[C:5]([CH:9]=[CH:10][CH:11]=1)[C:6]([OH:8])=O)#C.[CH3:17][O:18][C:19](=[O:33])[C:20]([NH2:32])([CH3:31])[CH2:21][C:22]1[C:30]2[C:25](=[CH:26][CH:27]=[CH:28][CH:29]=2)[NH:24][CH:23]=1.[CH:34]1C=CC2N(O)N=NC=2[CH:39]=1.CCN=C=NCCCN(C)C. (6) Given the product [OH:1][CH2:2][C:3]1[CH:21]=[CH:20][C:6]2[N:7]([CH:29]([CH2:34][CH3:35])[C:30]([O:32][CH3:33])=[O:31])[C:8](=[N:10][C:11](=[O:19])[C:12]3[CH:17]=[CH:16][C:15]([CH3:18])=[CH:14][CH:13]=3)[S:9][C:5]=2[CH:4]=1, predict the reactants needed to synthesize it. The reactants are: [OH:1][CH2:2][C:3]1[CH:21]=[CH:20][C:6]2[NH:7][C:8](=[N:10][C:11](=[O:19])[C:12]3[CH:17]=[CH:16][C:15]([CH3:18])=[CH:14][CH:13]=3)[S:9][C:5]=2[CH:4]=1.C(=O)([O-])[O-].[K+].[K+].Br[CH:29]([CH2:34][CH3:35])[C:30]([O:32][CH3:33])=[O:31]. (7) The reactants are: [F:1][C:2]1[CH:3]=[C:4]2[C:8](=[CH:9][CH:10]=1)[N:7]([CH:11]([C:26]1[CH:31]=[CH:30][CH:29]=[CH:28][CH:27]=1)[CH:12]([OH:25])[CH2:13]OS(C1C=CC(C)=CC=1)(=O)=O)[CH:6]=[C:5]2[CH3:32].[CH3:33][NH2:34]. Given the product [F:1][C:2]1[CH:3]=[C:4]2[C:8](=[CH:9][CH:10]=1)[N:7]([C@@H:11]([C:26]1[CH:31]=[CH:30][CH:29]=[CH:28][CH:27]=1)[C@H:12]([OH:25])[CH2:13][NH:34][CH3:33])[CH:6]=[C:5]2[CH3:32], predict the reactants needed to synthesize it. (8) Given the product [CH3:8][C:7]1[CH:6]=[CH:5][C:4]([C:9]2[O:10][C:11]3[CH:17]=[CH:16][CH:15]=[CH:14][C:12]=3[N:13]=2)=[CH:3][C:2]=1[N:1]1[C:27](=[O:28])[C:21]2[C:20](=[CH:19][CH:18]=[C:23]([C:24]([OH:26])=[O:25])[CH:22]=2)[C:30]1=[O:29], predict the reactants needed to synthesize it. The reactants are: [NH2:1][C:2]1[CH:3]=[C:4]([C:9]2[O:10][C:11]3[CH:17]=[CH:16][CH:15]=[CH:14][C:12]=3[N:13]=2)[CH:5]=[CH:6][C:7]=1[CH3:8].[CH:18]1[C:23]([C:24]([OH:26])=[O:25])=[CH:22][C:21]2[C:27]([O:29][C:30](=O)[C:20]=2[CH:19]=1)=[O:28]. (9) Given the product [CH:17]1([C@@H:20]([C:27]2[CH:32]=[CH:31][CH:30]=[C:29]([O:33][CH2:2][C:3]3[CH:8]=[N:7][C:6]([I:9])=[C:5]([C:10]4[C:14]([CH3:16])([CH3:15])[CH2:13][CH2:12][CH:11]=4)[N:4]=3)[CH:28]=2)[CH2:21][C:22]([O:24][CH2:25][CH3:26])=[O:23])[CH2:19][CH2:18]1, predict the reactants needed to synthesize it. The reactants are: Cl[CH2:2][C:3]1[N:4]=[C:5]([C:10]2[C:14]([CH3:16])([CH3:15])[CH2:13][CH2:12][CH:11]=2)[C:6]([I:9])=[N:7][CH:8]=1.[CH:17]1([C@@H:20]([C:27]2[CH:32]=[CH:31][CH:30]=[C:29]([OH:33])[CH:28]=2)[CH2:21][C:22]([O:24][CH2:25][CH3:26])=[O:23])[CH2:19][CH2:18]1.